Task: Predict the reaction yield, written as a fraction of the theoretical maximum amount of product (1.0 means a 100% yield; for example, 0.34 means a 34% yield).. Dataset: Reaction yield outcomes from USPTO patents with 853,638 reactions (1) The reactants are [F:1][C:2]([F:12])([F:11])[C:3]1[CH:10]=[CH:9][C:6]([CH:7]=O)=[CH:5][CH:4]=1.[CH3:13][C:14]1(C)[O:19]C(=O)CC(=O)O1.[C:23]([O:29][CH3:30])(=[O:28])[CH2:24][C:25]([CH3:27])=O.C([O-])(=O)C.[NH4+:35]. The catalyst is C(O)(=O)C.O. The product is [F:1][C:2]([F:12])([F:11])[C:3]1[CH:10]=[CH:9][C:6]([CH:7]2[CH2:13][C:14](=[O:19])[NH:35][C:25]([CH3:27])=[C:24]2[C:23]([O:29][CH3:30])=[O:28])=[CH:5][CH:4]=1. The yield is 0.190. (2) The reactants are C(N(CC)CC)C.[CH3:8][N:9]1[CH2:14][CH2:13][N:12]([C:15]2[CH:16]=[C:17]([NH2:22])[C:18]([NH2:21])=[CH:19][CH:20]=2)[CH2:11][CH2:10]1.CC([N:27]([C:31]1[CH:36]=[CH:35][C:34]([C:37]2[CH:41]=[C:40]([CH:42]=O)[NH:39][N:38]=2)=[CH:33][CH:32]=1)C(=O)[O-])(C)C. The catalyst is CN(C=O)C. The product is [CH3:8][N:9]1[CH2:10][CH2:11][N:12]([C:15]2[CH:20]=[CH:19][C:18]3[N:21]=[C:42]([C:40]4[NH:39][N:38]=[C:37]([C:34]5[CH:35]=[CH:36][C:31]([NH2:27])=[CH:32][CH:33]=5)[CH:41]=4)[NH:22][C:17]=3[CH:16]=2)[CH2:13][CH2:14]1. The yield is 0.700. (3) The reactants are [AlH4-].[Li+].[NH2:3][C@H:4]1[C:12]2[C:7](=[CH:8][CH:9]=[CH:10][CH:11]=2)[CH2:6][C@H:5]1[C:13]([N:15]([CH3:17])[CH3:16])=O. The catalyst is C1COCC1. The product is [CH3:17][N:15]([CH2:13][C@@H:5]1[CH2:6][C:7]2[C:12](=[CH:11][CH:10]=[CH:9][CH:8]=2)[C@@H:4]1[NH2:3])[CH3:16]. The yield is 0.950. (4) The reactants are [Si:1]([O:8][C@@H:9]1[CH2:14][C@@H:13]([CH2:15]I)[O:12][C:11](=[O:17])[CH2:10]1)([C:4]([CH3:7])([CH3:6])[CH3:5])([CH3:3])[CH3:2].CC[O:20][C:21]([CH3:23])=[O:22].O. The catalyst is CC(O)=O.CC([O-])=O.[Ag+]. The product is [C:21]([O:22][CH2:15][C@@H:13]1[CH2:14][C@@H:9]([O:8][Si:1]([C:4]([CH3:7])([CH3:6])[CH3:5])([CH3:3])[CH3:2])[CH2:10][C:11](=[O:17])[O:12]1)(=[O:20])[CH3:23]. The yield is 0.926. (5) The reactants are [O:1]=[C:2]1[C:6]([C:7](O)=[O:8])=[CH:5][N:4]([CH2:10][C:11]([F:14])([F:13])[F:12])[N:3]1[C:15]1[CH:20]=[CH:19][CH:18]=[CH:17][CH:16]=1.[NH2:21][C:22]1[CH:43]=[CH:42][C:25]([O:26][C:27]2[CH:28]=[CH:29][C:30]3[N:31]([CH:33]=[C:34]([NH:36][C:37]([CH:39]4[CH2:41][CH2:40]4)=[O:38])[N:35]=3)[CH:32]=2)=[C:24]([F:44])[CH:23]=1.CN(C(ON1N=NC2C=CC=NC1=2)=[N+](C)C)C.F[P-](F)(F)(F)(F)F.C(N(C(C)C)CC)(C)C. The catalyst is CN(C)C=O. The product is [CH:39]1([C:37]([NH:36][C:34]2[N:35]=[C:30]3[CH:29]=[CH:28][C:27]([O:26][C:25]4[CH:42]=[CH:43][C:22]([NH:21][C:7]([C:6]5[C:2](=[O:1])[N:3]([C:15]6[CH:20]=[CH:19][CH:18]=[CH:17][CH:16]=6)[N:4]([CH2:10][C:11]([F:12])([F:13])[F:14])[CH:5]=5)=[O:8])=[CH:23][C:24]=4[F:44])=[CH:32][N:31]3[CH:33]=2)=[O:38])[CH2:40][CH2:41]1. The yield is 0.770. (6) The reactants are [NH2:1][C:2]1[CH:7]=[C:6]([C:8]2[CH:13]=[CH:12][C:11]([CH3:14])=[CH:10][CH:9]=2)[CH:5]=[CH:4][N:3]=1.C(N(CC)C(C)C)(C)C.[C:24](Cl)(=[O:26])[CH3:25].Cl.[C:29](OCC)(=[O:31])[CH3:30]. The catalyst is ClCCl.CO. The product is [C:24]([N:1]([C:29](=[O:31])[CH3:30])[C:2]1[CH:7]=[C:6]([C:8]2[CH:13]=[CH:12][C:11]([CH3:14])=[CH:10][CH:9]=2)[CH:5]=[CH:4][N:3]=1)(=[O:26])[CH3:25]. The yield is 0.750. (7) The reactants are [C:1]([O:5][C:6]([N:8]1[CH2:13][CH:12]=[C:11]([C:14]2[CH:19]=[CH:18][C:17]([NH:20]C(OCC3C=CC=CC=3)=O)=[CH:16][CH:15]=2)[CH2:10][CH2:9]1)=[O:7])([CH3:4])([CH3:3])[CH3:2]. The catalyst is CO.[C].[Pd]. The product is [C:1]([O:5][C:6]([N:8]1[CH2:13][CH2:12][CH:11]([C:14]2[CH:19]=[CH:18][C:17]([NH2:20])=[CH:16][CH:15]=2)[CH2:10][CH2:9]1)=[O:7])([CH3:4])([CH3:2])[CH3:3]. The yield is 0.840. (8) The reactants are [F:1][C:2]1[C:11]2[C:6](=[CH:7][CH:8]=[C:9]([N+:12]([O-:14])=[O:13])[CH:10]=2)[C:5](=O)[NH:4][CH:3]=1.P(Cl)(Cl)([Cl:18])=O. No catalyst specified. The product is [Cl:18][C:5]1[C:6]2[C:11](=[CH:10][C:9]([N+:12]([O-:14])=[O:13])=[CH:8][CH:7]=2)[C:2]([F:1])=[CH:3][N:4]=1. The yield is 1.04.